This data is from Full USPTO retrosynthesis dataset with 1.9M reactions from patents (1976-2016). The task is: Predict the reactants needed to synthesize the given product. Given the product [Cl:1][C:2]1[CH:3]=[C:4]([CH:24]=[CH:25][C:26]=1[F:27])[CH2:5][N:6]1[CH2:15][CH2:14][C:13]2[C:8](=[C:9]([OH:22])[C:10](=[O:21])[N:11]3[CH2:35][CH2:34][O:29][C:16](=[O:17])[C:12]3=2)[C:7]1=[O:23], predict the reactants needed to synthesize it. The reactants are: [Cl:1][C:2]1[CH:3]=[C:4]([CH:24]=[CH:25][C:26]=1[F:27])[CH2:5][N:6]1[CH2:15][CH2:14][C:13]2[C:12]([C:16](N(C)C)=[O:17])=[N:11][C:10]([OH:21])=[C:9]([OH:22])[C:8]=2[C:7]1=[O:23].C[O-:29].[Mg+2].C[O-].Br[CH2:34][CH2:35]Cl.